Dataset: Reaction yield outcomes from USPTO patents with 853,638 reactions. Task: Predict the reaction yield, written as a fraction of the theoretical maximum amount of product (1.0 means a 100% yield; for example, 0.34 means a 34% yield). (1) The reactants are [CH2:1]([C:3]1[C:11]([CH3:12])=[C:10]2[C:6]([C:7](=[O:13])[O:8][CH2:9]2)=[C:5]([O:14][CH2:15][CH2:16][Si:17]([CH3:20])([CH3:19])[CH3:18])[C:4]=1[CH2:21][CH:22]=[C:23]([CH3:26])[CH:24]=O)[CH3:2].C(O)(=O)C(O)=O.[CH2:33]([O:35][P:36]([CH2:41][CH2:42][NH2:43])(=[O:40])[O:37][CH2:38][CH3:39])[CH3:34].C(O)(=O)C.C(O[BH-](OC(=O)C)OC(=O)C)(=O)C.[Na+]. The catalyst is CN(C=O)C. The product is [CH2:38]([O:37][P:36]([CH2:41][CH2:42][NH:43][CH2:26][C:23]([CH3:24])=[CH:22][CH2:21][C:4]1[C:5]([O:14][CH2:15][CH2:16][Si:17]([CH3:20])([CH3:18])[CH3:19])=[C:6]2[C:10](=[C:11]([CH3:12])[C:3]=1[CH2:1][CH3:2])[CH2:9][O:8][C:7]2=[O:13])(=[O:40])[O:35][CH2:33][CH3:34])[CH3:39]. The yield is 0.970. (2) The reactants are [N+:1]([C:4]1[CH:9]=[CH:8][C:7]([C:10]2[NH:27][C:13]3[CH:14]=[N:15][C:16]([NH:18][C:19]([C:21]4[CH:26]=[CH:25][CH:24]=[CH:23][N:22]=4)=[O:20])=[CH:17][C:12]=3[N:11]=2)=[CH:6][CH:5]=1)([O-])=O. The catalyst is C1COCC1.CO.[Ni]. The product is [NH2:1][C:4]1[CH:5]=[CH:6][C:7]([C:10]2[NH:27][C:13]3[CH:14]=[N:15][C:16]([NH:18][C:19]([C:21]4[CH:26]=[CH:25][CH:24]=[CH:23][N:22]=4)=[O:20])=[CH:17][C:12]=3[N:11]=2)=[CH:8][CH:9]=1. The yield is 0.880.